Task: Predict the reaction yield, written as a fraction of the theoretical maximum amount of product (1.0 means a 100% yield; for example, 0.34 means a 34% yield).. Dataset: Reaction yield outcomes from USPTO patents with 853,638 reactions The reactants are [CH2:1]([C:8]1[C:9](=[O:18])[NH:10][C:11]([O:15][CH2:16][CH3:17])=[N:12][C:13]=1[CH3:14])[C:2]1[CH:7]=[CH:6][CH:5]=[CH:4][CH:3]=1.Br[CH2:20][C:21]1[CH:26]=[CH:25][C:24]([C:27]2[CH:32]=[CH:31][CH:30]=[CH:29][C:28]=2[C:33]2[N:37]=[C:36](C(Cl)(Cl)Cl)[O:35][N:34]=2)=[CH:23][CH:22]=1.C(=O)([O-])[O-:43].[Cs+].[Cs+]. The catalyst is CN(C)C=O.C(OCC)(=O)C. The product is [CH2:1]([C:8]1[C:9](=[O:18])[N:10]([CH2:20][C:21]2[CH:26]=[CH:25][C:24]([C:27]3[CH:32]=[CH:31][CH:30]=[CH:29][C:28]=3[C:33]3[NH:37][C:36](=[O:43])[O:35][N:34]=3)=[CH:23][CH:22]=2)[C:11]([O:15][CH2:16][CH3:17])=[N:12][C:13]=1[CH3:14])[C:2]1[CH:3]=[CH:4][CH:5]=[CH:6][CH:7]=1. The yield is 0.200.